This data is from Reaction yield outcomes from USPTO patents with 853,638 reactions. The task is: Predict the reaction yield, written as a fraction of the theoretical maximum amount of product (1.0 means a 100% yield; for example, 0.34 means a 34% yield). (1) The reactants are C(OC([NH:8][C:9]1[CH:14]=[CH:13][C:12]([C:15]2[N:19]3[N:20]=[CH:21][CH:22]=[C:23]([C:24]([O:26][C:27]([CH3:30])([CH3:29])[CH3:28])=[O:25])[C:18]3=[N:17][N:16]=2)=[CH:11][CH:10]=1)=O)(C)(C)C.I[Si](C)(C)C. The catalyst is C(Cl)Cl. The product is [NH2:8][C:9]1[CH:14]=[CH:13][C:12]([C:15]2[N:19]3[N:20]=[CH:21][CH:22]=[C:23]([C:24]([O:26][C:27]([CH3:30])([CH3:29])[CH3:28])=[O:25])[C:18]3=[N:17][N:16]=2)=[CH:11][CH:10]=1. The yield is 0.790. (2) The reactants are Cl[C:2]1[C:3]2[N:4]([C:8]([C:19]3[CH:24]=[CH:23][N:22]=[C:21]([NH:25][C:26]4[CH:31]=[CH:30][CH:29]=[CH:28]C=4)[N:20]=3)=[C:9]([C:11]3[CH:16]=[CH:15][CH:14]=[C:13]([O:17][CH3:18])[CH:12]=3)[N:10]=2)[CH:5]=[CH:6][CH:7]=1.C1(P(C2C=CC=CC=2)C2C=CC3C(=CC=CC=3)C=2C2C3C(=CC=CC=3)C=CC=2P(C2C=CC=CC=2)C2C=CC=CC=2)C=CC=CC=1.C(=O)([O-])[O-].[Cs+].[Cs+].C(OCC)(=O)C.[CH:90]1([NH2:95])[CH2:94][CH2:93][CH2:92][CH2:91]1. The catalyst is C([O-])(=O)C.[Pd+2].C([O-])(=O)C.O. The product is [CH:90]1([NH:95][C:2]2[C:3]3[N:4]([C:8]([C:19]4[CH:24]=[CH:23][N:22]=[C:21]([NH:25][CH:26]5[CH2:31][CH2:30][CH2:29][CH2:28]5)[N:20]=4)=[C:9]([C:11]4[CH:16]=[CH:15][CH:14]=[C:13]([O:17][CH3:18])[CH:12]=4)[N:10]=3)[CH:5]=[CH:6][CH:7]=2)[CH2:94][CH2:93][CH2:92][CH2:91]1. The yield is 31.0. (3) The catalyst is O1CCCC1. The product is [F:17][C:4]1([F:16])[C:3](=[CH2:2])[CH2:7][N:6]([C:8]([O:10][C:11]([CH3:12])([CH3:14])[CH3:13])=[O:9])[C:5]1=[O:15]. The yield is 0.760. The reactants are Br[CH2:2][CH:3]1[CH2:7][N:6]([C:8]([O:10][C:11]([CH3:14])([CH3:13])[CH3:12])=[O:9])[C:5](=[O:15])[C:4]1([F:17])[F:16].N12CCCN=C1CCCCC2. (4) The reactants are [NH2:1][C:2]1[C:15]([O:16][CH3:17])=[CH:14][C:5]2[N:6]([CH2:12][CH3:13])[C:7](=[O:11])[CH2:8][CH2:9][CH2:10][C:4]=2[CH:3]=1.Cl[C:19]1[N:24]=[C:23]([NH:25][C:26]2[CH:31]=[CH:30][CH:29]=[CH:28][C:27]=2[O:32][CH3:33])[C:22]([Cl:34])=[CH:21][N:20]=1. No catalyst specified. The product is [Cl:34][C:22]1[C:23]([NH:25][C:26]2[CH:31]=[CH:30][CH:29]=[CH:28][C:27]=2[O:32][CH3:33])=[N:24][C:19]([NH:1][C:2]2[C:15]([O:16][CH3:17])=[CH:14][C:5]3[N:6]([CH2:12][CH3:13])[C:7](=[O:11])[CH2:8][CH2:9][CH2:10][C:4]=3[CH:3]=2)=[N:20][CH:21]=1. The yield is 0.350. (5) The product is [F:8][C:9]1[CH:14]=[CH:13][C:12]([CH2:15][C:16]([CH:3]2[C:4](=[O:7])[CH2:5][CH2:6][S:1][CH2:2]2)=[O:17])=[CH:11][CH:10]=1. The yield is 0.780. No catalyst specified. The reactants are [S:1]1[CH2:6][CH2:5][C:4](=[O:7])[CH2:3][CH2:2]1.[F:8][C:9]1[CH:14]=[CH:13][C:12]([CH2:15][C:16](Cl)=[O:17])=[CH:11][CH:10]=1. (6) The reactants are [CH3:1][O:2][C:3]1[CH:8]=[C:7]([N+:9]([O-])=O)[CH:6]=[CH:5][C:4]=1[N:12]1[CH:16]=[CH:15][N:14]=[CH:13]1.C(=O)([O-])O.[Na+]. The catalyst is C(OCC)(=O)C.C(O)C. The product is [CH3:1][O:2][C:3]1[CH:8]=[C:7]([NH2:9])[CH:6]=[CH:5][C:4]=1[N:12]1[CH:16]=[CH:15][N:14]=[CH:13]1. The yield is 0.840. (7) The reactants are [C:1](=O)([O-])[O-].[K+].[K+].IC.[Cl:9][C:10]1[C:19]([OH:20])=[CH:18][C:13]([C:14]([O:16][CH3:17])=[O:15])=[CH:12][N:11]=1. The catalyst is CN(C)C=O. The product is [Cl:9][C:10]1[C:19]([O:20][CH3:1])=[CH:18][C:13]([C:14]([O:16][CH3:17])=[O:15])=[CH:12][N:11]=1. The yield is 0.850. (8) The reactants are [C:1](=[O:16])([O:14][CH3:15])[O:2][C:3]1[CH:8]=[CH:7][C:6]([F:9])=[CH:5][C:4]=1[C:10]([CH3:13])([CH3:12])[CH3:11].[N+:17]([O-:20])([OH:19])=[O:18]. The catalyst is OS(O)(=O)=O. The product is [C:1](=[O:16])([O:14][CH3:15])[O:2][C:3]1[CH:8]=[C:7]([N+:17]([O-:19])=[O:18])[C:6]([F:9])=[CH:5][C:4]=1[C:10]([CH3:11])([CH3:12])[CH3:13].[C:1](=[O:16])([O:14][CH3:15])[O:2][C:3]1[C:8]([N+:17]([O-:20])=[O:18])=[CH:7][C:6]([F:9])=[CH:5][C:4]=1[C:10]([CH3:11])([CH3:12])[CH3:13]. The yield is 0.550.